Dataset: NCI-60 drug combinations with 297,098 pairs across 59 cell lines. Task: Regression. Given two drug SMILES strings and cell line genomic features, predict the synergy score measuring deviation from expected non-interaction effect. (1) Drug 1: C1CN(CCN1C(=O)CCBr)C(=O)CCBr. Drug 2: CC12CCC3C(C1CCC2OP(=O)(O)O)CCC4=C3C=CC(=C4)OC(=O)N(CCCl)CCCl.[Na+]. Cell line: HCT116. Synergy scores: CSS=42.8, Synergy_ZIP=-2.95, Synergy_Bliss=-8.17, Synergy_Loewe=-14.6, Synergy_HSA=-11.4. (2) Drug 1: CN1CCC(CC1)COC2=C(C=C3C(=C2)N=CN=C3NC4=C(C=C(C=C4)Br)F)OC. Drug 2: CC1C(C(CC(O1)OC2CC(CC3=C2C(=C4C(=C3O)C(=O)C5=C(C4=O)C(=CC=C5)OC)O)(C(=O)C)O)N)O.Cl. Cell line: HCC-2998. Synergy scores: CSS=26.3, Synergy_ZIP=9.39, Synergy_Bliss=8.60, Synergy_Loewe=1.47, Synergy_HSA=8.00. (3) Drug 1: CNC(=O)C1=CC=CC=C1SC2=CC3=C(C=C2)C(=NN3)C=CC4=CC=CC=N4. Drug 2: C1CC(C1)(C(=O)O)C(=O)O.[NH2-].[NH2-].[Pt+2]. Cell line: NCIH23. Synergy scores: CSS=53.4, Synergy_ZIP=-0.471, Synergy_Bliss=1.68, Synergy_Loewe=0.959, Synergy_HSA=1.12. (4) Drug 1: CN(C)C1=NC(=NC(=N1)N(C)C)N(C)C. Drug 2: N.N.Cl[Pt+2]Cl. Cell line: SK-MEL-28. Synergy scores: CSS=0.118, Synergy_ZIP=4.95, Synergy_Bliss=10.2, Synergy_Loewe=2.47, Synergy_HSA=3.06. (5) Drug 1: CN(C)C1=NC(=NC(=N1)N(C)C)N(C)C. Drug 2: CC1=C(C=C(C=C1)NC(=O)C2=CC=C(C=C2)CN3CCN(CC3)C)NC4=NC=CC(=N4)C5=CN=CC=C5. Cell line: CCRF-CEM. Synergy scores: CSS=1.73, Synergy_ZIP=3.85, Synergy_Bliss=6.02, Synergy_Loewe=-0.376, Synergy_HSA=2.09. (6) Drug 1: C1=C(C(=O)NC(=O)N1)F. Drug 2: CCC(=C(C1=CC=CC=C1)C2=CC=C(C=C2)OCCN(C)C)C3=CC=CC=C3.C(C(=O)O)C(CC(=O)O)(C(=O)O)O. Cell line: A498. Synergy scores: CSS=43.4, Synergy_ZIP=-6.01, Synergy_Bliss=-12.2, Synergy_Loewe=-12.4, Synergy_HSA=-11.0. (7) Drug 1: C1=C(C(=O)NC(=O)N1)F. Drug 2: CC(C)(C1=NC(=CC=C1)N2C3=NC(=NC=C3C(=O)N2CC=C)NC4=CC=C(C=C4)N5CCN(CC5)C)O. Cell line: NCI-H460. Synergy scores: CSS=58.4, Synergy_ZIP=6.27, Synergy_Bliss=4.66, Synergy_Loewe=2.80, Synergy_HSA=7.20. (8) Drug 1: C1=CC=C(C=C1)NC(=O)CCCCCCC(=O)NO. Drug 2: C1CC(=O)NC(=O)C1N2C(=O)C3=CC=CC=C3C2=O. Cell line: OVCAR-4. Synergy scores: CSS=-1.37, Synergy_ZIP=-0.315, Synergy_Bliss=0.512, Synergy_Loewe=-11.4, Synergy_HSA=-5.93. (9) Drug 1: C1=CC=C(C=C1)NC(=O)CCCCCCC(=O)NO. Drug 2: C1=NNC2=C1C(=O)NC=N2. Cell line: U251. Synergy scores: CSS=23.7, Synergy_ZIP=-1.54, Synergy_Bliss=0.330, Synergy_Loewe=-6.24, Synergy_HSA=0.940. (10) Drug 1: C1CN1P(=S)(N2CC2)N3CC3. Drug 2: C1C(C(OC1N2C=NC3=C2NC=NCC3O)CO)O. Cell line: UO-31. Synergy scores: CSS=4.40, Synergy_ZIP=-0.453, Synergy_Bliss=6.41, Synergy_Loewe=3.84, Synergy_HSA=4.80.